This data is from Forward reaction prediction with 1.9M reactions from USPTO patents (1976-2016). The task is: Predict the product of the given reaction. (1) Given the reactants [N+:1]([C:4]1[CH:5]=[C:6]([CH:14]=[CH:15][C:16]=1[CH2:17][CH3:18])[C:7]([O:9][C:10]([CH3:13])([CH3:12])[CH3:11])=[O:8])([O-:3])=[O:2].[CH2:19]=[O:20].CC(C)([O-])C.[K+].Cl, predict the reaction product. The product is: [OH:20][CH2:19][CH:17]([C:16]1[CH:15]=[CH:14][C:6]([C:7]([O:9][C:10]([CH3:13])([CH3:11])[CH3:12])=[O:8])=[CH:5][C:4]=1[N+:1]([O-:3])=[O:2])[CH3:18]. (2) The product is: [CH3:29][N:33]([CH3:32])[C:3]1([CH2:27][CH3:28])[CH2:8][CH2:7][CH:6]([O:9][C:10]2[C:21]3[C:20]4[C@@H:19]([CH2:22][C@H:23]([OH:26])[CH2:24][CH3:25])[CH2:18][CH2:17][C:16]=4[S:15][C:14]=3[N:13]=[CH:12][N:11]=2)[CH2:5][CH2:4]1. Given the reactants Cl.N[C:3]1([CH2:27][CH3:28])[CH2:8][CH2:7][CH:6]([O:9][C:10]2[C:21]3[C:20]4[C@@H:19]([CH2:22][C@H:23]([OH:26])[CH2:24][CH3:25])[CH2:18][CH2:17][C:16]=4[S:15][C:14]=3[N:13]=[CH:12][N:11]=2)[CH2:5][CH2:4]1.[CH2:29]=O.[BH3-][C:32]#[N:33].[Na+], predict the reaction product. (3) Given the reactants [Br:1][C:2]1[CH:3]=[C:4]2[C:9](=[C:10]([O:12]C)[CH:11]=1)[N:8]=[C:7]([C:14]1[CH:15]=[N:16][CH:17]=[CH:18][CH:19]=1)[N:6]=[C:5]2[NH:20][CH3:21].B(Br)(Br)Br, predict the reaction product. The product is: [Br:1][C:2]1[CH:3]=[C:4]2[C:9](=[C:10]([OH:12])[CH:11]=1)[N:8]=[C:7]([C:14]1[CH:15]=[N:16][CH:17]=[CH:18][CH:19]=1)[N:6]=[C:5]2[NH:20][CH3:21]. (4) Given the reactants [OH:1][NH:2][C:3](=[O:11])[O:4][C:5]1[CH:10]=[CH:9][CH:8]=[CH:7][CH:6]=1.C(N(CC)CC)C.[Cl:19][C:20]1[CH:28]=[CH:27][C:23]([C:24](Cl)=[O:25])=[CH:22][CH:21]=1.C(OCC)(=O)C, predict the reaction product. The product is: [Cl:19][C:20]1[CH:28]=[CH:27][C:23]([C:24]([O:1][NH:2][C:3](=[O:11])[O:4][C:5]2[CH:10]=[CH:9][CH:8]=[CH:7][CH:6]=2)=[O:25])=[CH:22][CH:21]=1. (5) Given the reactants [NH2:1][C:2]1[CH:3]=[N:4][C:5]([N:8]2[CH2:13][CH2:12][O:11][CH2:10][CH2:9]2)=[CH:6][CH:7]=1.C(N(CC)CC)C.[Cl-].ClC1N(C)CC[NH+]1C.[CH3:30][O:31][C:32]1[C:33](=[O:56])[C:34]([CH3:55])=[C:35]([CH2:41][C:42]2[CH:43]=[CH:44][C:45]([O:51][C:52](=[O:54])[CH3:53])=[C:46]([CH:50]=2)[C:47](O)=[O:48])[C:36](=[O:40])[C:37]=1[O:38][CH3:39], predict the reaction product. The product is: [O:11]1[CH2:10][CH2:9][N:8]([C:5]2[N:4]=[CH:3][C:2]([NH:1][C:47](=[O:48])[C:46]3[CH:50]=[C:42]([CH2:41][C:35]4[C:36](=[O:40])[C:37]([O:38][CH3:39])=[C:32]([O:31][CH3:30])[C:33](=[O:56])[C:34]=4[CH3:55])[CH:43]=[CH:44][C:45]=3[O:51][C:52](=[O:54])[CH3:53])=[CH:7][CH:6]=2)[CH2:13][CH2:12]1. (6) Given the reactants C(=O)([O-])[O-].[K+].[K+].Br[C:8]1[C:9]([O:28][CH2:29][C:30]2[CH:35]=[CH:34][C:33]([F:36])=[CH:32][CH:31]=2)=[C:10]([C:14]2[CH:19]=[CH:18][CH:17]=[C:16]([C:20]([C:22]3[CH:27]=[CH:26][CH:25]=[CH:24][CH:23]=3)=[CH2:21])[N:15]=2)[CH:11]=[CH:12][CH:13]=1.[C:37]1(B(O)O)[CH:42]=[CH:41][CH:40]=[CH:39][CH:38]=1, predict the reaction product. The product is: [F:36][C:33]1[CH:34]=[CH:35][C:30]([CH2:29][O:28][C:9]2[C:10]([C:14]3[CH:19]=[CH:18][CH:17]=[C:16]([C:20]([C:22]4[CH:27]=[CH:26][CH:25]=[CH:24][CH:23]=4)=[CH2:21])[N:15]=3)=[CH:11][CH:12]=[CH:13][C:8]=2[C:37]2[CH:42]=[CH:41][CH:40]=[CH:39][CH:38]=2)=[CH:31][CH:32]=1. (7) Given the reactants [CH:1]([C:3]1[CH:8]=[CH:7][C:6]([NH:9][C:10]([N:12]2[CH2:20][C:19]3[C:14](=[CH:15][CH:16]=[CH:17][CH:18]=3)[CH2:13]2)=[O:11])=[CH:5][CH:4]=1)=O.Cl.[CH2:22]([O:29][NH2:30])[C:23]1[CH:28]=[CH:27][CH:26]=[CH:25][CH:24]=1.C([O-])(=O)C.[Na+], predict the reaction product. The product is: [CH2:22]([O:29]/[N:30]=[CH:1]/[C:3]1[CH:8]=[CH:7][C:6]([NH:9][C:10]([N:12]2[CH2:20][C:19]3[C:14](=[CH:15][CH:16]=[CH:17][CH:18]=3)[CH2:13]2)=[O:11])=[CH:5][CH:4]=1)[C:23]1[CH:28]=[CH:27][CH:26]=[CH:25][CH:24]=1. (8) The product is: [Cl:13][C:10]1[S:9][C:8]([C:6]2[N:5]=[C:4]3[CH2:14][CH2:15][CH2:16][C:3]3=[C:2]([NH:17][C:18]3[CH:19]=[CH:20][C:21]([CH2:24][C:25]([O:27][CH2:28][CH3:29])=[O:26])=[CH:22][CH:23]=3)[CH:7]=2)=[CH:12][CH:11]=1. Given the reactants Cl[C:2]1[CH:7]=[C:6]([C:8]2[S:9][C:10]([Cl:13])=[CH:11][CH:12]=2)[N:5]=[C:4]2[CH2:14][CH2:15][CH2:16][C:3]=12.[NH2:17][C:18]1[CH:23]=[CH:22][C:21]([CH2:24][C:25]([O:27][CH2:28][CH3:29])=[O:26])=[CH:20][CH:19]=1, predict the reaction product.